This data is from Catalyst prediction with 721,799 reactions and 888 catalyst types from USPTO. The task is: Predict which catalyst facilitates the given reaction. Reactant: C(OC([NH:8][CH2:9][C@H:10]1[CH2:15][CH2:14][C@H:13]([C:16]([NH:18][C@H:19]([C:50]([NH:52][C:53]2[CH:58]=[CH:57][C:56]([C:59]3[NH:60][C:61]([CH2:64][CH:65]([CH3:67])[CH3:66])=[N:62][N:63]=3)=[CH:55][CH:54]=2)=[O:51])[CH2:20][C:21]2[CH:26]=[CH:25][C:24]([C:27]3[CH:32]=[CH:31][C:30]([C:33]([NH:35][CH:36]4[CH2:41][CH2:40][N:39](C(OC(C)(C)C)=O)[CH2:38][CH2:37]4)=[O:34])=[CH:29][C:28]=3[CH3:49])=[CH:23][CH:22]=2)=[O:17])[CH2:12][CH2:11]1)=O)(C)(C)C.[ClH:68]. Product: [ClH:68].[NH2:8][CH2:9][C@H:10]1[CH2:15][CH2:14][C@H:13]([C:16]([NH:18][C@H:19]([C:50]([NH:52][C:53]2[CH:58]=[CH:57][C:56]([C:59]3[NH:60][C:61]([CH2:64][CH:65]([CH3:67])[CH3:66])=[N:62][N:63]=3)=[CH:55][CH:54]=2)=[O:51])[CH2:20][C:21]2[CH:22]=[CH:23][C:24]([C:27]3[CH:32]=[CH:31][C:30]([C:33]([NH:35][CH:36]4[CH2:41][CH2:40][NH:39][CH2:38][CH2:37]4)=[O:34])=[CH:29][C:28]=3[CH3:49])=[CH:25][CH:26]=2)=[O:17])[CH2:12][CH2:11]1. The catalyst class is: 12.